Dataset: Full USPTO retrosynthesis dataset with 1.9M reactions from patents (1976-2016). Task: Predict the reactants needed to synthesize the given product. (1) The reactants are: Cl.C[O:3][C:4](=[O:8])[CH:5]([CH3:7])[NH2:6].[CH:9]1([C:16](Cl)=[O:17])[CH2:15][CH2:14][CH2:13][CH2:12][CH2:11][CH2:10]1. Given the product [CH:9]1([C:16]([NH:6][CH:5]([CH3:7])[C:4]([OH:3])=[O:8])=[O:17])[CH2:15][CH2:14][CH2:13][CH2:12][CH2:11][CH2:10]1, predict the reactants needed to synthesize it. (2) The reactants are: [CH3:1][C:2]1[CH:6]=[C:5]([NH2:7])[S:4][N:3]=1.C([O-])([O-])=O.[Cs+].[Cs+].Cl[C:15]1[N:20]=[C:19]([NH:21][CH:22]2[CH2:27][CH2:26][CH2:25][CH:24]([NH:28][C:29](=[O:35])[O:30][C:31]([CH3:34])([CH3:33])[CH3:32])[CH2:23]2)[C:18]([Cl:36])=[CH:17][N:16]=1.CC(C1C=C(C(C)C)C(C2C=CC=CC=2P(C2CCCCC2)C2CCCCC2)=C(C(C)C)C=1)C. Given the product [Cl:36][C:18]1[C:19]([NH:21][CH:22]2[CH2:27][CH2:26][CH2:25][CH:24]([NH:28][C:29](=[O:35])[O:30][C:31]([CH3:33])([CH3:32])[CH3:34])[CH2:23]2)=[N:20][C:15]([NH:7][C:5]2[S:4][N:3]=[C:2]([CH3:1])[CH:6]=2)=[N:16][CH:17]=1, predict the reactants needed to synthesize it.